This data is from NCI-60 drug combinations with 297,098 pairs across 59 cell lines. The task is: Regression. Given two drug SMILES strings and cell line genomic features, predict the synergy score measuring deviation from expected non-interaction effect. (1) Drug 1: CS(=O)(=O)C1=CC(=C(C=C1)C(=O)NC2=CC(=C(C=C2)Cl)C3=CC=CC=N3)Cl. Drug 2: CS(=O)(=O)CCNCC1=CC=C(O1)C2=CC3=C(C=C2)N=CN=C3NC4=CC(=C(C=C4)OCC5=CC(=CC=C5)F)Cl. Cell line: BT-549. Synergy scores: CSS=4.20, Synergy_ZIP=0.690, Synergy_Bliss=4.53, Synergy_Loewe=1.36, Synergy_HSA=2.11. (2) Drug 1: C1=NC2=C(N=C(N=C2N1C3C(C(C(O3)CO)O)O)F)N. Drug 2: CN(CCCl)CCCl.Cl. Cell line: HCC-2998. Synergy scores: CSS=24.4, Synergy_ZIP=-6.71, Synergy_Bliss=0.0000540, Synergy_Loewe=-8.08, Synergy_HSA=-0.873. (3) Drug 1: C1=NC2=C(N=C(N=C2N1C3C(C(C(O3)CO)O)O)F)N. Drug 2: C1CN1C2=NC(=NC(=N2)N3CC3)N4CC4. Cell line: 786-0. Synergy scores: CSS=26.5, Synergy_ZIP=3.27, Synergy_Bliss=5.93, Synergy_Loewe=-19.5, Synergy_HSA=1.72. (4) Drug 1: C(CCl)NC(=O)N(CCCl)N=O. Drug 2: CC1C(C(CC(O1)OC2CC(CC3=C2C(=C4C(=C3O)C(=O)C5=C(C4=O)C(=CC=C5)OC)O)(C(=O)CO)O)N)O.Cl. Cell line: UACC-257. Synergy scores: CSS=50.9, Synergy_ZIP=-0.0180, Synergy_Bliss=1.26, Synergy_Loewe=2.78, Synergy_HSA=4.51.